This data is from Full USPTO retrosynthesis dataset with 1.9M reactions from patents (1976-2016). The task is: Predict the reactants needed to synthesize the given product. (1) Given the product [OH:5][C:6]1[C:13]([N+:1]([O-:4])=[O:2])=[CH:12][C:9]([CH:10]=[O:11])=[CH:8][C:7]=1[O:14][CH3:15], predict the reactants needed to synthesize it. The reactants are: [N+:1]([O-:4])(O)=[O:2].[OH:5][C:6]1[CH:13]=[CH:12][C:9]([CH:10]=[O:11])=[CH:8][C:7]=1[O:14][CH3:15]. (2) Given the product [CH:10]1[C:19]2[C:14](=[CH:15][CH:16]=[CH:17][CH:18]=2)[CH:13]=[CH:12][C:11]=1[CH:6]([C:5]1[CH:8]=[CH:9][CH:2]=[CH:3][CH:4]=1)[OH:7], predict the reactants needed to synthesize it. The reactants are: C[C:2]1[CH:9]=[CH:8][C:5]([CH:6]=[O:7])=[CH:4][CH:3]=1.[CH:10]1[C:19]2[C:14](=[CH:15][CH:16]=[CH:17][CH:18]=2)[CH:13]=[CH:12][C:11]=1C1C=CC=CC=1C=O. (3) Given the product [CH2:13]([N:20]1[C:25](=[O:26])[C:24]([CH2:27][C:28]2[CH:33]=[CH:32][C:31]([C:34]3[CH:39]=[CH:38][CH:37]=[CH:36][C:35]=3[C:40]3[NH:3][C:4](=[O:7])[O:5][N:41]=3)=[CH:30][CH:29]=2)=[C:23]([CH2:42][CH2:43][CH2:44][CH3:45])[N:22]=[C:21]1[CH2:46][CH3:47])[C:14]1[CH:15]=[CH:16][CH:17]=[CH:18][CH:19]=1, predict the reactants needed to synthesize it. The reactants are: [Cl-].O[NH3+:3].[C:4](=[O:7])([O-])[OH:5].[Na+].CS(C)=O.[CH2:13]([N:20]1[C:25](=[O:26])[C:24]([CH2:27][C:28]2[CH:33]=[CH:32][C:31]([C:34]3[C:35]([C:40]#[N:41])=[CH:36][CH:37]=[CH:38][CH:39]=3)=[CH:30][CH:29]=2)=[C:23]([CH2:42][CH2:43][CH2:44][CH3:45])[N:22]=[C:21]1[CH2:46][CH3:47])[C:14]1[CH:19]=[CH:18][CH:17]=[CH:16][CH:15]=1. (4) Given the product [CH3:31][CH:32]([CH3:38])[CH2:33][S:34]([NH:1][C:2]1[CH:7]=[CH:6][N:5]([CH2:8][CH2:9][CH2:10][CH2:11][C:12]2[N:17]=[N:16][C:15]([NH:18][C:19](=[O:27])[CH2:20][C:21]3[CH:22]=[CH:23][CH:24]=[CH:25][CH:26]=3)=[CH:14][CH:13]=2)[C:4](=[O:28])[N:3]=1)(=[O:36])=[O:35], predict the reactants needed to synthesize it. The reactants are: [NH2:1][C:2]1[CH:7]=[CH:6][N:5]([CH2:8][CH2:9][CH2:10][CH2:11][C:12]2[N:17]=[N:16][C:15]([NH:18][C:19](=[O:27])[CH2:20][C:21]3[CH:26]=[CH:25][CH:24]=[CH:23][CH:22]=3)=[CH:14][CH:13]=2)[C:4](=[O:28])[N:3]=1.[H-].[Na+].[CH3:31][CH:32]([CH3:38])[CH2:33][S:34](Cl)(=[O:36])=[O:35].